From a dataset of Reaction yield outcomes from USPTO patents with 853,638 reactions. Predict the reaction yield, written as a fraction of the theoretical maximum amount of product (1.0 means a 100% yield; for example, 0.34 means a 34% yield). The reactants are [OH:1][C@H:2]([C:36]1[CH:45]=[CH:44][C:43]([OH:46])=[C:42]2[C:37]=1[CH:38]=[CH:39][C:40](=[O:47])[NH:41]2)[CH2:3][NH:4][CH2:5][CH2:6][CH2:7][CH2:8][CH2:9][CH2:10][CH2:11][CH2:12][CH2:13][N:14]1[CH2:19][CH2:18][CH:17]([O:20][C:21](=[O:35])[NH:22][C:23]2[CH:28]=[CH:27][CH:26]=[CH:25][C:24]=2[C:29]2[CH:34]=[CH:33][CH:32]=[CH:31][CH:30]=2)[CH2:16][CH2:15]1.[C:48]1([S:62]([OH:65])(=[O:64])=[O:63])[C:57]2[CH:56]=[CH:55][CH:54]=[C:53]([S:58]([OH:61])(=[O:60])=[O:59])[C:52]=2[CH:51]=[CH:50][CH:49]=1. The catalyst is CO. The product is [C:48]1([S:62]([OH:65])(=[O:64])=[O:63])[C:57]2[CH:56]=[CH:55][CH:54]=[C:53]([S:58]([OH:61])(=[O:60])=[O:59])[C:52]=2[CH:51]=[CH:50][CH:49]=1.[OH:1][C@H:2]([C:36]1[CH:45]=[CH:44][C:43]([OH:46])=[C:42]2[C:37]=1[CH:38]=[CH:39][C:40](=[O:47])[NH:41]2)[CH2:3][NH:4][CH2:5][CH2:6][CH2:7][CH2:8][CH2:9][CH2:10][CH2:11][CH2:12][CH2:13][N:14]1[CH2:15][CH2:16][CH:17]([O:20][C:21](=[O:35])[NH:22][C:23]2[CH:28]=[CH:27][CH:26]=[CH:25][C:24]=2[C:29]2[CH:30]=[CH:31][CH:32]=[CH:33][CH:34]=2)[CH2:18][CH2:19]1. The yield is 0.800.